From a dataset of Full USPTO retrosynthesis dataset with 1.9M reactions from patents (1976-2016). Predict the reactants needed to synthesize the given product. (1) Given the product [CH3:1][O:2][C:3]1[CH:8]=[CH:7][C:6]2[C:9]3[N:10]([CH2:23][CH2:24][CH2:25][CH2:26][CH2:27][N:30]([CH3:29])[CH2:31][CH2:32][CH2:33][CH3:34])[C:11]4[C:16]([C:17]=3[CH2:18][CH2:19][S:20][C:5]=2[CH:4]=1)=[CH:15][C:14]([O:21][CH3:22])=[CH:13][CH:12]=4, predict the reactants needed to synthesize it. The reactants are: [CH3:1][O:2][C:3]1[CH:8]=[CH:7][C:6]2[C:9]3[N:10]([CH2:23][CH2:24][CH2:25][CH2:26][CH2:27]Cl)[C:11]4[C:16]([C:17]=3[CH2:18][CH2:19][S:20][C:5]=2[CH:4]=1)=[CH:15][C:14]([O:21][CH3:22])=[CH:13][CH:12]=4.[CH3:29][NH:30][CH2:31][CH2:32][CH2:33][CH3:34]. (2) The reactants are: [NH2:1][C:2]1[C:3]([C:23]#[N:24])=[C:4]([CH:20]=[CH:21][CH:22]=1)[O:5][CH2:6][C@H:7]([NH:9]C(=O)OCC1C=CC=CC=1)[CH3:8].O=[C:26]([CH3:33])[CH2:27][C:28]([O:30][CH2:31][CH3:32])=[O:29]. Given the product [NH2:24][C:23]1[C:3]2[C:2](=[CH:22][CH:21]=[CH:20][C:4]=2[O:5][CH2:6][C@H:7]([NH2:9])[CH3:8])[N:1]=[C:26]([CH3:33])[C:27]=1[C:28]([O:30][CH2:31][CH3:32])=[O:29], predict the reactants needed to synthesize it. (3) Given the product [N:7]1([CH2:13][C:14]2[CH:21]=[CH:20][C:17]([CH2:18][NH2:19])=[CH:16][CH:15]=2)[CH2:12][CH2:11][O:10][CH2:9][CH2:8]1, predict the reactants needed to synthesize it. The reactants are: [H-].[Al+3].[Li+].[H-].[H-].[H-].[N:7]1([CH2:13][C:14]2[CH:21]=[CH:20][C:17]([C:18]#[N:19])=[CH:16][CH:15]=2)[CH2:12][CH2:11][O:10][CH2:9][CH2:8]1.[OH-].[Na+]. (4) The reactants are: [CH3:1]N(C)C=O.[Br:6][C:7]1[CH:8]=[C:9]([OH:15])[C:10]([OH:14])=[CH:11][C:12]=1[F:13].C(=O)([O-])[O-].[Cs+].[Cs+].BrCCl. Given the product [Br:6][C:7]1[C:12]([F:13])=[CH:11][C:10]2[O:14][CH2:1][O:15][C:9]=2[CH:8]=1, predict the reactants needed to synthesize it.